This data is from Catalyst prediction with 721,799 reactions and 888 catalyst types from USPTO. The task is: Predict which catalyst facilitates the given reaction. (1) Reactant: [Cl:1][C:2]1[CH:32]=[C:31]([F:33])[CH:30]=[CH:29][C:3]=1[CH2:4][NH:5][C:6]1[S:7][C:8](=[CH:12][C:13]2[N:14]=[C:15]3[C:20](=[CH:21][CH:22]=2)[N:19]=[CH:18][C:17]([C:23]#[N:24])=[C:16]3OC(C)C)[C:9](=[O:11])[N:10]=1.C(O[Na])(C)=O.C(C1N=C2C(=CC=1)N=CC(C#N)=C2)=O. Product: [Cl:1][C:2]1[CH:32]=[C:31]([F:33])[CH:30]=[CH:29][C:3]=1[CH2:4][NH:5][C:6]1[S:7][C:8](=[CH:12][C:13]2[N:14]=[C:15]3[C:20](=[CH:21][CH:22]=2)[N:19]=[CH:18][C:17]([C:23]#[N:24])=[CH:16]3)[C:9](=[O:11])[N:10]=1. The catalyst class is: 52. (2) Reactant: Br[C:2]1[CH:3]=[C:4]([C:9]2[N:10]=[N:11][N:12]([CH:14]([CH3:16])[CH3:15])[CH:13]=2)[C:5]([NH2:8])=[N:6][CH:7]=1.[CH3:17][O:18][C:19]1[CH:20]=[C:21](B(O)O)[CH:22]=[CH:23][C:24]=1[C:25]([O:27]C)=[O:26].O.C([O-])([O-])=O.[Cs+].[Cs+]. Product: [NH2:8][C:5]1[N:6]=[CH:7][C:2]([C:21]2[CH:22]=[CH:23][C:24]([C:25]([OH:27])=[O:26])=[C:19]([O:18][CH3:17])[CH:20]=2)=[CH:3][C:4]=1[C:9]1[N:10]=[N:11][N:12]([CH:14]([CH3:16])[CH3:15])[CH:13]=1. The catalyst class is: 752. (3) Reactant: [O:1]1[C:5]2[CH:6]=[CH:7][CH:8]=[CH:9][C:4]=2[CH:3]=[C:2]1[C:10]1[N:14]2[N:15]=[C:16](Cl)[CH:17]=[CH:18][C:13]2=[N:12][CH:11]=1.[NH2:20][CH2:21][CH:22]([OH:26])[CH:23]([CH3:25])[CH3:24]. Product: [O:1]1[C:5]2[CH:6]=[CH:7][CH:8]=[CH:9][C:4]=2[CH:3]=[C:2]1[C:10]1[N:14]2[N:15]=[C:16]([NH:20][CH2:21][CH:22]([OH:26])[CH:23]([CH3:25])[CH3:24])[CH:17]=[CH:18][C:13]2=[N:12][CH:11]=1. The catalyst class is: 51. (4) Reactant: C([N:8]1[CH2:13][CH2:12][CH2:11][C@@H:10]([C@@:14]([C:23]2[CH:28]=[CH:27][CH:26]=[C:25]([Cl:29])[CH:24]=2)([OH:22])[CH2:15][CH2:16][CH2:17][C:18]([F:21])([F:20])[CH3:19])[CH2:9]1)(OC(C)(C)C)=O.Cl. Product: [Cl:29][C:25]1[CH:24]=[C:23]([C@:14]([C@@H:10]2[CH2:11][CH2:12][CH2:13][NH:8][CH2:9]2)([OH:22])[CH2:15][CH2:16][CH2:17][C:18]([F:21])([F:20])[CH3:19])[CH:28]=[CH:27][CH:26]=1. The catalyst class is: 10. (5) Reactant: [NH2:1][C@@H:2]1[C:11]2[C:6](=[CH:7][CH:8]=[CH:9][CH:10]=2)[C@H:5]([OH:12])[CH2:4][CH2:3]1.[H-].[Na+].F[C:16]1[CH:17]=[CH:18][C:19]2[N:20]([C:22]([CH2:25][CH2:26][N:27]3[CH2:32][CH2:31][N:30]([CH3:33])[CH2:29][CH2:28]3)=[N:23][N:24]=2)[CH:21]=1. The catalyst class is: 3. Product: [CH3:33][N:30]1[CH2:29][CH2:28][N:27]([CH2:26][CH2:25][C:22]2[N:20]3[CH:21]=[C:16]([O:12][C@H:5]4[C:6]5[C:11](=[CH:10][CH:9]=[CH:8][CH:7]=5)[C@@H:2]([NH2:1])[CH2:3][CH2:4]4)[CH:17]=[CH:18][C:19]3=[N:24][N:23]=2)[CH2:32][CH2:31]1. (6) Reactant: [CH3:1][O:2][CH2:3][C:4]1[CH2:25][S:24][C@@H:7]2[C@H:8]([NH:11][C:12](/[C:14](/[C:18]3[N:22]=[C:21]([NH2:23])[S:20][CH:19]=3)=[N:15]\[O:16][CH3:17])=[O:13])[C:9](=[O:10])[N:6]2[C:5]=1[C:26]([OH:28])=[O:27].N12CCCN=C1CCCCC2.[C:40](=[O:49])([O:45][CH:46]([CH3:48])[CH3:47])[O:41][CH:42](I)[CH3:43]. Product: [CH3:47][CH:46]([O:45][C:40]([O:41][CH:42]([O:27][C:26]([C:5]1[N:6]2[C:9]([C@@H:8]([NH:11][C:12](/[C:14](/[C:18]3[N:22]=[C:21]([NH2:23])[S:20][CH:19]=3)=[N:15]\[O:16][CH3:17])=[O:13])[C@H:7]2[S:24][CH2:25][C:4]=1[CH2:3][O:2][CH3:1])=[O:10])=[O:28])[CH3:43])=[O:49])[CH3:48]. The catalyst class is: 44. (7) Reactant: C([O:3][C:4](=[O:33])[C@@H:5]([O:30][CH2:31][CH3:32])[CH2:6][C:7]1[CH:12]=[CH:11][C:10]([O:13][CH2:14]/[CH:15]=[CH:16]/[C:17]2[CH:22]=[CH:21][CH:20]=[C:19]([O:23][C:24]3[CH:29]=[CH:28][CH:27]=[CH:26][CH:25]=3)[CH:18]=2)=[CH:9][CH:8]=1)C.[OH-].[Na+]. Product: [CH2:31]([O:30][C@@H:5]([CH2:6][C:7]1[CH:12]=[CH:11][C:10]([O:13][CH2:14]/[CH:15]=[CH:16]/[C:17]2[CH:22]=[CH:21][CH:20]=[C:19]([O:23][C:24]3[CH:25]=[CH:26][CH:27]=[CH:28][CH:29]=3)[CH:18]=2)=[CH:9][CH:8]=1)[C:4]([OH:33])=[O:3])[CH3:32]. The catalyst class is: 8. (8) The catalyst class is: 10. Reactant: [F:1][C:2]1[CH:3]=[CH:4][C:5]([SH:11])=[C:6]([CH:10]=1)[C:7]([OH:9])=[O:8].Cl[C:13]1[C:22]2[C:17](=[CH:18][C:19]([O:25][CH3:26])=[C:20]([O:23][CH3:24])[CH:21]=2)[N:16]=[CH:15][CH:14]=1. Product: [CH3:24][O:23][C:20]1[CH:21]=[C:22]2[C:17](=[CH:18][C:19]=1[O:25][CH3:26])[N:16]=[CH:15][CH:14]=[C:13]2[S:11][C:5]1[CH:4]=[CH:3][C:2]([F:1])=[CH:10][C:6]=1[C:7]([OH:9])=[O:8].